This data is from NCI-60 drug combinations with 297,098 pairs across 59 cell lines. The task is: Regression. Given two drug SMILES strings and cell line genomic features, predict the synergy score measuring deviation from expected non-interaction effect. (1) Drug 1: C1CCN(CC1)CCOC2=CC=C(C=C2)C(=O)C3=C(SC4=C3C=CC(=C4)O)C5=CC=C(C=C5)O. Drug 2: C1=CC(=CC=C1CCCC(=O)O)N(CCCl)CCCl. Cell line: RXF 393. Synergy scores: CSS=43.3, Synergy_ZIP=3.41, Synergy_Bliss=3.00, Synergy_Loewe=3.83, Synergy_HSA=4.33. (2) Drug 1: C1=CC(=CC=C1CC(C(=O)O)N)N(CCCl)CCCl.Cl. Drug 2: C1C(C(OC1N2C=C(C(=O)NC2=O)F)CO)O. Cell line: HS 578T. Synergy scores: CSS=25.1, Synergy_ZIP=-3.38, Synergy_Bliss=-3.24, Synergy_Loewe=-5.23, Synergy_HSA=-1.96. (3) Drug 1: C1=NC2=C(N=C(N=C2N1C3C(C(C(O3)CO)O)F)Cl)N. Drug 2: CC1C(C(CC(O1)OC2CC(CC3=C2C(=C4C(=C3O)C(=O)C5=C(C4=O)C(=CC=C5)OC)O)(C(=O)CO)O)N)O.Cl. Cell line: IGROV1. Synergy scores: CSS=26.7, Synergy_ZIP=-4.45, Synergy_Bliss=-5.01, Synergy_Loewe=-7.31, Synergy_HSA=-4.31. (4) Drug 1: CNC(=O)C1=NC=CC(=C1)OC2=CC=C(C=C2)NC(=O)NC3=CC(=C(C=C3)Cl)C(F)(F)F. Drug 2: CCN(CC)CCCC(C)NC1=C2C=C(C=CC2=NC3=C1C=CC(=C3)Cl)OC. Cell line: KM12. Synergy scores: CSS=8.91, Synergy_ZIP=-7.87, Synergy_Bliss=-5.78, Synergy_Loewe=-31.1, Synergy_HSA=-5.51. (5) Drug 1: C1=C(C(=O)NC(=O)N1)F. Drug 2: CC(C)NC(=O)C1=CC=C(C=C1)CNNC.Cl. Cell line: ACHN. Synergy scores: CSS=48.3, Synergy_ZIP=3.98, Synergy_Bliss=4.32, Synergy_Loewe=-4.76, Synergy_HSA=5.34. (6) Drug 1: CC(C)NC(=O)C1=CC=C(C=C1)CNNC.Cl. Drug 2: C1C(C(OC1N2C=NC3=C2NC=NCC3O)CO)O. Cell line: OVCAR-8. Synergy scores: CSS=1.79, Synergy_ZIP=0.168, Synergy_Bliss=0.237, Synergy_Loewe=-0.510, Synergy_HSA=-0.529. (7) Drug 1: CNC(=O)C1=CC=CC=C1SC2=CC3=C(C=C2)C(=NN3)C=CC4=CC=CC=N4. Drug 2: CC1=C(C=C(C=C1)NC(=O)C2=CC=C(C=C2)CN3CCN(CC3)C)NC4=NC=CC(=N4)C5=CN=CC=C5. Cell line: LOX IMVI. Synergy scores: CSS=-0.00450, Synergy_ZIP=-0.772, Synergy_Bliss=-0.244, Synergy_Loewe=-1.79, Synergy_HSA=-1.79. (8) Drug 1: C1=CN(C=N1)CC(O)(P(=O)(O)O)P(=O)(O)O. Drug 2: C1CCC(C(C1)N)N.C(=O)(C(=O)[O-])[O-].[Pt+4]. Cell line: OVCAR-8. Synergy scores: CSS=28.6, Synergy_ZIP=-5.73, Synergy_Bliss=1.70, Synergy_Loewe=-4.71, Synergy_HSA=0.260.